From a dataset of CYP3A4 substrate classification data from Carbon-Mangels et al.. Regression/Classification. Given a drug SMILES string, predict its absorption, distribution, metabolism, or excretion properties. Task type varies by dataset: regression for continuous measurements (e.g., permeability, clearance, half-life) or binary classification for categorical outcomes (e.g., BBB penetration, CYP inhibition). Dataset: cyp3a4_substrate_carbonmangels. The drug is CN(C/C=C/C#CC(C)(C)C)Cc1cccc2ccccc12. The result is 1 (substrate).